Predict the product of the given reaction. From a dataset of Forward reaction prediction with 1.9M reactions from USPTO patents (1976-2016). (1) Given the reactants Cl[C:2]1[C:7]([N+:8]([O-:10])=[O:9])=[CH:6][C:5]([I:11])=[CH:4][N:3]=1.Cl.[NH2:13][CH2:14][C:15]([O:17][CH3:18])=[O:16].C(N(CC)CC)C, predict the reaction product. The product is: [I:11][C:5]1[CH:6]=[C:7]([N+:8]([O-:10])=[O:9])[C:2]([NH:13][CH2:14][C:15]([O:17][CH3:18])=[O:16])=[N:3][CH:4]=1. (2) Given the reactants C(S[C:9]1[C:10]([O:23][CH3:24])=[C:11]([N:16]2[CH2:21][CH2:20][CH2:19][CH2:18][C:17]2=[O:22])[CH:12]=[C:13]([F:15])[CH:14]=1)C1C=CC=CC=1.[S:25]([Cl:29])(Cl)(=[O:27])=[O:26], predict the reaction product. The product is: [F:15][C:13]1[CH:12]=[C:11]([N:16]2[CH2:21][CH2:20][CH2:19][CH2:18][C:17]2=[O:22])[C:10]([O:23][CH3:24])=[C:9]([S:25]([Cl:29])(=[O:27])=[O:26])[CH:14]=1. (3) Given the reactants FC(F)(F)S(O[C:7]1[C:12]([Cl:13])=[CH:11][CH:10]=[CH:9][C:8]=1[C:14]1[CH:19]=[CH:18][C:17]([O:20][CH2:21][C:22]2[CH:31]=[CH:30][C:29]3[C:24](=[CH:25][CH:26]=[CH:27][CH:28]=3)[N:23]=2)=[CH:16][CH:15]=1)(=O)=O.[N:34]1[CH:39]=[CH:38][C:37](B(O)O)=[CH:36][CH:35]=1.C([O-])([O-])=O.[Na+].[Na+], predict the reaction product. The product is: [Cl:13][C:12]1[C:7]([C:37]2[CH:38]=[CH:39][N:34]=[CH:35][CH:36]=2)=[C:8]([C:14]2[CH:19]=[CH:18][C:17]([O:20][CH2:21][C:22]3[CH:31]=[CH:30][C:29]4[C:24](=[CH:25][CH:26]=[CH:27][CH:28]=4)[N:23]=3)=[CH:16][CH:15]=2)[CH:9]=[CH:10][CH:11]=1.